From a dataset of Full USPTO retrosynthesis dataset with 1.9M reactions from patents (1976-2016). Predict the reactants needed to synthesize the given product. (1) Given the product [ClH:74].[NH2:8][CH2:9][C@H:10]1[CH2:15][CH2:14][C@H:13]([C:16]([NH:18][C@@H:19]([CH2:20][C:21]2[CH:22]=[CH:23][C:24]([C:27]3[CH:32]=[CH:31][C:30]([C:33](=[O:34])[NH:35][CH:36]4[CH2:37][CH2:38][NH:39][CH2:40][CH2:41]4)=[CH:29][C:28]=3[CH3:49])=[CH:25][CH:26]=2)[C:50]([NH:51][C:52]2[CH:57]=[CH:56][C:55]([C:58]3[NH:62][N:61]=[C:60]([C:63]([F:72])([F:71])[C:64]([F:69])([F:70])[C:65]([O:67][CH3:68])=[O:66])[N:59]=3)=[CH:54][CH:53]=2)=[O:73])=[O:17])[CH2:12][CH2:11]1, predict the reactants needed to synthesize it. The reactants are: C(OC([NH:8][CH2:9][C@H:10]1[CH2:15][CH2:14][C@H:13]([C:16]([NH:18][C@H:19]([C:50](=[O:73])[NH:51][C:52]2[CH:57]=[CH:56][C:55]([C:58]3[NH:62][N:61]=[C:60]([C:63]([F:72])([F:71])[C:64]([F:70])([F:69])[C:65]([O:67][CH3:68])=[O:66])[N:59]=3)=[CH:54][CH:53]=2)[CH2:20][C:21]2[CH:26]=[CH:25][C:24]([C:27]3[CH:32]=[CH:31][C:30]([C:33]([NH:35][CH:36]4[CH2:41][CH2:40][N:39](C(OC(C)(C)C)=O)[CH2:38][CH2:37]4)=[O:34])=[CH:29][C:28]=3[CH3:49])=[CH:23][CH:22]=2)=[O:17])[CH2:12][CH2:11]1)=O)(C)(C)C.[ClH:74]. (2) Given the product [C:20]([O:19][C:17](=[O:18])[CH:13]([NH:12][S:8]([C:5]1[CH:6]=[CH:7][C:2]([Br:1])=[CH:3][CH:4]=1)(=[O:10])=[O:9])[CH:14]([CH3:15])[CH3:16])([CH3:22])([CH3:21])[CH3:23], predict the reactants needed to synthesize it. The reactants are: [Br:1][C:2]1[CH:7]=[CH:6][C:5]([S:8](Cl)(=[O:10])=[O:9])=[CH:4][CH:3]=1.[NH2:12][C@@H:13]([C:17]([O:19][C:20]([CH3:23])([CH3:22])[CH3:21])=[O:18])[CH:14]([CH3:16])[CH3:15].CCN(C(C)C)C(C)C. (3) Given the product [Cl:71][C:59]1[CH:58]=[CH:57][C:56]([C:55]2[C:50]([C@@H:40]([NH:39][C:89](=[O:90])[CH2:88][C:82]3[C:81]4[C:85](=[CH:86][CH:87]=[C:79]([F:78])[CH:80]=4)[NH:84][CH:83]=3)[CH2:41][C:42]3[CH:47]=[C:46]([F:48])[CH:45]=[C:44]([F:49])[CH:43]=3)=[N:51][C:52]([C:72]#[C:73][C:74]([OH:77])([CH3:75])[CH3:76])=[CH:53][CH:54]=2)=[C:64]2[C:60]=1[C:61]([NH:66][S:67]([CH3:70])(=[O:68])=[O:69])=[N:62][N:63]2[CH3:65], predict the reactants needed to synthesize it. The reactants are: BrC1C([C@@H](NC(=O)CN2C3C(F)(F)CCC(F)(F)C=3C(C(F)F)=N2)CC2C=C(F)C=C(F)C=2)=NC=C(Br)C=1.[NH2:39][C@H:40]([C:50]1[C:55]([C:56]2[CH:57]=[CH:58][C:59]([Cl:71])=[C:60]3[C:64]=2[N:63]([CH3:65])[N:62]=[C:61]3[NH:66][S:67]([CH3:70])(=[O:69])=[O:68])=[CH:54][CH:53]=[C:52]([C:72]#[C:73][C:74]([OH:77])([CH3:76])[CH3:75])[N:51]=1)[CH2:41][C:42]1[CH:47]=[C:46]([F:48])[CH:45]=[C:44]([F:49])[CH:43]=1.[F:78][C:79]1[CH:80]=[C:81]2[C:85](=[CH:86][CH:87]=1)[NH:84][CH:83]=[C:82]2[CH2:88][C:89](O)=[O:90]. (4) Given the product [OH:2][NH:1][S:13]([C:11]1[S:12][C:8]([S:5]([CH3:4])(=[O:7])=[O:6])=[CH:9][CH:10]=1)(=[O:15])=[O:14], predict the reactants needed to synthesize it. The reactants are: [NH2:1][OH:2].O.[CH3:4][S:5]([C:8]1[S:12][C:11]([S:13](Cl)(=[O:15])=[O:14])=[CH:10][CH:9]=1)(=[O:7])=[O:6]. (5) Given the product [Br:1][C:2]1[CH:3]=[C:4]([NH:8][S:15]([C:9]2[CH:14]=[CH:13][CH:12]=[CH:11][CH:10]=2)(=[O:17])=[O:16])[CH:5]=[N:6][CH:7]=1, predict the reactants needed to synthesize it. The reactants are: [Br:1][C:2]1[CH:3]=[C:4]([NH2:8])[CH:5]=[N:6][CH:7]=1.[C:9]1([S:15](Cl)(=[O:17])=[O:16])[CH:14]=[CH:13][CH:12]=[CH:11][CH:10]=1. (6) Given the product [NH2:1][C:2]1[N:3]=[C:4]([CH3:16])[C:5]2[CH:11]=[C:10]([Br:17])[C:9](=[O:12])[N:8]([CH:13]([CH3:14])[CH3:15])[C:6]=2[N:7]=1, predict the reactants needed to synthesize it. The reactants are: [NH2:1][C:2]1[N:3]=[C:4]([CH3:16])[C:5]2[CH:11]=[CH:10][C:9](=[O:12])[N:8]([CH:13]([CH3:15])[CH3:14])[C:6]=2[N:7]=1.[Br:17]Br. (7) Given the product [CH:24]([CH:14]1[C:13]2[CH:12]=[C:11]([NH:10][C:3]([O:5][C:6]([CH3:9])([CH3:8])[CH3:7])=[O:4])[CH:23]=[CH:22][C:21]=2[C:20]2[C:15]1=[CH:16][CH:17]=[CH:18][CH:19]=2)=[O:25], predict the reactants needed to synthesize it. The reactants are: [H-].[Na+].[C:3]([NH:10][C:11]1[CH:23]=[CH:22][C:21]2[C:20]3[C:15](=[CH:16][CH:17]=[CH:18][CH:19]=3)[CH2:14][C:13]=2[CH:12]=1)([O:5][C:6]([CH3:9])([CH3:8])[CH3:7])=[O:4].[CH:24](OCC)=[O:25].CCCCCC.C(OCC)(=O)C. (8) Given the product [Cl:33][C:28]1[C:27]([OH:34])=[C:26]([S:23]([N:22]([CH2:21][C:19]2[CH:18]=[C:4]([CH2:5][NH:6][CH2:14][CH:15]([CH3:17])[CH3:16])[CH:3]=[C:2]([Cl:1])[CH:20]=2)[CH2:35][CH:36]([CH3:37])[CH3:38])(=[O:25])=[O:24])[CH:31]=[C:30]([Cl:32])[CH:29]=1, predict the reactants needed to synthesize it. The reactants are: [Cl:1][C:2]1[CH:3]=[C:4]([CH:18]=[C:19]([CH2:21][N:22]([CH2:35][CH:36]([CH3:38])[CH3:37])[S:23]([C:26]2[CH:31]=[C:30]([Cl:32])[CH:29]=[C:28]([Cl:33])[C:27]=2[OH:34])(=[O:25])=[O:24])[CH:20]=1)[CH2:5][N:6]([CH2:14][CH:15]([CH3:17])[CH3:16])C(=O)OC(C)(C)C.C(O)(C(F)(F)F)=O. (9) The reactants are: [NH2:1][C:2]1[CH:7]=[C:6]([Br:8])[CH:5]=[CH:4][C:3]=1[OH:9].[CH:10](OC)(OC)OC. Given the product [Br:8][C:6]1[CH:5]=[CH:4][C:3]2[O:9][CH:10]=[N:1][C:2]=2[CH:7]=1, predict the reactants needed to synthesize it.